Dataset: Full USPTO retrosynthesis dataset with 1.9M reactions from patents (1976-2016). Task: Predict the reactants needed to synthesize the given product. (1) The reactants are: [C:1]([C:4]1[CH:5]=[C:6]([C:10]2[CH:11]=[C:12]3[C:17](=[N:18][CH:19]=2)[N:16]([C:20]([NH2:22])=[O:21])[CH2:15][CH2:14][CH2:13]3)[CH:7]=[N:8][CH:9]=1)(=[O:3])[CH3:2].[BH4-].[Na+]. Given the product [OH:3][CH:1]([C:4]1[CH:5]=[C:6]([C:10]2[CH:11]=[C:12]3[C:17](=[N:18][CH:19]=2)[N:16]([C:20]([NH2:22])=[O:21])[CH2:15][CH2:14][CH2:13]3)[CH:7]=[N:8][CH:9]=1)[CH3:2], predict the reactants needed to synthesize it. (2) Given the product [CH3:20][O:19][C:13]1[CH:12]=[C:11]([CH:9]([NH:8][C:6]2[CH:7]=[C:2]([N:27]3[CH2:26][CH2:25][N:24]([C:30]([O:32][C:33]([CH3:36])([CH3:35])[CH3:34])=[O:31])[CH2:29][CH2:28]3)[CH:3]=[CH:4][C:5]=2[N+:21]([O-:23])=[O:22])[CH3:10])[CH:16]=[C:15]([O:17][CH3:18])[CH:14]=1, predict the reactants needed to synthesize it. The reactants are: F[C:2]1[CH:3]=[CH:4][C:5]([N+:21]([O-:23])=[O:22])=[C:6]([NH:8][CH:9]([C:11]2[CH:16]=[C:15]([O:17][CH3:18])[CH:14]=[C:13]([O:19][CH3:20])[CH:12]=2)[CH3:10])[CH:7]=1.[N:24]1([C:30]([O:32][C:33]([CH3:36])([CH3:35])[CH3:34])=[O:31])[CH2:29][CH2:28][NH:27][CH2:26][CH2:25]1.C(N(CC)C(C)C)(C)C. (3) Given the product [N+:1]([C:4]1[N:9]=[C:8]([C:10]2[CH2:15][CH2:14][NH:13][CH2:12][CH:11]=2)[CH:7]=[CH:6][CH:5]=1)([O-:3])=[O:2], predict the reactants needed to synthesize it. The reactants are: [N+:1]([C:4]1[N:9]=[C:8]([C:10]2[CH2:15][CH2:14][N:13](C([O-])=O)[CH2:12][CH:11]=2)[CH:7]=[CH:6][CH:5]=1)([O-:3])=[O:2].FC(F)(F)C(O)=O. (4) The reactants are: [O:1]1[CH:3]2[CH2:4][CH2:5][CH2:6][CH:2]12.[C:7]1([Mg]Br)[CH:12]=[CH:11][CH:10]=[CH:9][CH:8]=1.[Cl-].[NH4+]. Given the product [C:7]1([C@@H:2]2[CH2:6][CH2:5][CH2:4][C@H:3]2[OH:1])[CH:12]=[CH:11][CH:10]=[CH:9][CH:8]=1, predict the reactants needed to synthesize it. (5) Given the product [C:10]1([N:21]2[CH:25]=[CH:24][CH:23]=[N:22]2)[C:11]2[C:16](=[CH:15][CH:14]=[CH:13][CH:12]=2)[CH:17]=[CH:18][CH:9]=1, predict the reactants needed to synthesize it. The reactants are: C(O[C:9]1[C:10](Cl)=[C:11]2[C:16](=[CH:17][CH:18]=1)[CH:15]=[C:14](Br)[CH:13]=[CH:12]2)C1C=CC=CC=1.[NH:21]1[CH:25]=[C:24](C(OCC)=O)[CH:23]=[N:22]1. (6) The reactants are: [OH-].[Na+].C[O:4][C:5](=[O:25])[CH2:6][N:7]1[C:11]([CH2:12][CH3:13])=[C:10]([O:14][C:15]2[CH:20]=[C:19]([Cl:21])[CH:18]=[C:17]([Cl:22])[CH:16]=2)[C:9]([CH2:23][CH3:24])=[N:8]1. Given the product [Cl:22][C:17]1[CH:16]=[C:15]([CH:20]=[C:19]([Cl:21])[CH:18]=1)[O:14][C:10]1[C:9]([CH2:23][CH3:24])=[N:8][N:7]([CH2:6][C:5]([OH:25])=[O:4])[C:11]=1[CH2:12][CH3:13], predict the reactants needed to synthesize it. (7) Given the product [CH2:9]([S:8][C:6]1[C:5]([C:11]([NH:13][CH2:14][C:15]2[CH:20]=[CH:19][C:18]([F:21])=[CH:17][CH:16]=2)=[O:12])=[C:4]([CH3:22])[CH:3]=[C:2]([N:23]2[CH2:28][CH2:27][O:26][CH2:25][CH2:24]2)[N:7]=1)[CH3:10], predict the reactants needed to synthesize it. The reactants are: Cl[C:2]1[N:7]=[C:6]([S:8][CH2:9][CH3:10])[C:5]([C:11]([NH:13][CH2:14][C:15]2[CH:20]=[CH:19][C:18]([F:21])=[CH:17][CH:16]=2)=[O:12])=[C:4]([CH3:22])[CH:3]=1.[NH:23]1[CH2:28][CH2:27][O:26][CH2:25][CH2:24]1.CCN(C(C)C)C(C)C.